From a dataset of Catalyst prediction with 721,799 reactions and 888 catalyst types from USPTO. Predict which catalyst facilitates the given reaction. (1) Reactant: [C-]#N.[K+].C([O-])(O)=O.[Na+].[C:9]([C:13]1[N:18]=[C:17]([N:19]2[CH2:24][CH2:23][N:22]([CH2:25][CH2:26][CH2:27][CH2:28][N:29]3[CH:34]=[C:33]([CH3:35])[C:32]([SH:36])=[N:31][C:30]3=[O:37])[CH2:21][CH2:20]2)[CH:16]=[C:15]([C:38]([F:41])([F:40])[F:39])[N:14]=1)([CH3:12])([CH3:11])[CH3:10].C1OCCOCCOCCOCCOCCOC1.Br[C:61]#[N:62]. Product: [C:9]([C:13]1[N:18]=[C:17]([N:19]2[CH2:20][CH2:21][N:22]([CH2:25][CH2:26][CH2:27][CH2:28][N:29]3[CH:34]=[C:33]([CH3:35])[C:32]([S:36][C:61]#[N:62])=[N:31][C:30]3=[O:37])[CH2:23][CH2:24]2)[CH:16]=[C:15]([C:38]([F:40])([F:41])[F:39])[N:14]=1)([CH3:10])([CH3:11])[CH3:12]. The catalyst class is: 2. (2) Reactant: [CH2:1]([C:3]1[S:7][C:6]([C:8]([OH:10])=O)=[CH:5][C:4]=1[C:11]1[N:15]([CH3:16])[N:14]=[CH:13][C:12]=1[CH2:17][CH3:18])[CH3:2].[NH2:19][C@@H:20]([CH2:33][C:34]1[CH:39]=[CH:38][CH:37]=[CH:36][C:35]=1[C:40]([F:43])([F:42])[F:41])[CH2:21][N:22]1[C:30](=[O:31])[C:29]2[C:24](=[CH:25][CH:26]=[CH:27][CH:28]=2)[C:23]1=[O:32].C(N(CC)C(C)C)(C)C.F[P-](F)(F)(F)(F)F.Br[P+](N1CCCC1)(N1CCCC1)N1CCCC1. Product: [O:31]=[C:30]1[C:29]2[C:24](=[CH:25][CH:26]=[CH:27][CH:28]=2)[C:23](=[O:32])[N:22]1[CH2:21][C@@H:20]([NH:19][C:8]([C:6]1[S:7][C:3]([CH2:1][CH3:2])=[C:4]([C:11]2[N:15]([CH3:16])[N:14]=[CH:13][C:12]=2[CH2:17][CH3:18])[CH:5]=1)=[O:10])[CH2:33][C:34]1[CH:39]=[CH:38][CH:37]=[CH:36][C:35]=1[C:40]([F:42])([F:41])[F:43]. The catalyst class is: 4.